Dataset: Reaction yield outcomes from USPTO patents with 853,638 reactions. Task: Predict the reaction yield, written as a fraction of the theoretical maximum amount of product (1.0 means a 100% yield; for example, 0.34 means a 34% yield). (1) The reactants are [N+:1]([C:4]1[CH:9]=[C:8]([CH:10]=[CH2:11])[CH:7]=[CH:6][C:5]=1[S:12]([CH:15]([CH3:17])[CH3:16])(=[O:14])=[O:13])([O-])=O. The product is [CH3:17][CH:15]([S:12]([C:5]1[CH:6]=[CH:7][C:8]([CH:10]=[CH2:11])=[CH:9][C:4]=1[NH2:1])(=[O:14])=[O:13])[CH3:16]. The yield is 0.990. The catalyst is C1COCC1.C(O)(=O)C.[Fe]. (2) The reactants are [CH2:1]([O:3][C:4]([C:6]1[CH:7]=[N:8][C:9]2[C:14]([C:15]=1Cl)=[C:13]([Cl:17])[CH:12]=[C:11]([Cl:18])[C:10]=2[O:19][CH3:20])=[O:5])[CH3:2].C(O)(=O)C.C(OCC)(=O)C. The catalyst is O1CCOCC1.[Zn]. The product is [CH2:1]([O:3][C:4]([C:6]1[CH:7]=[N:8][C:9]2[C:14]([CH:15]=1)=[C:13]([Cl:17])[CH:12]=[C:11]([Cl:18])[C:10]=2[O:19][CH3:20])=[O:5])[CH3:2]. The yield is 0.390. (3) The reactants are Br[C:2]1[C:7](=[O:8])[N:6]([CH2:9][C:10]2[CH:15]=[CH:14][C:13]([C:16]3[C:17]([C:22]#[N:23])=[CH:18][CH:19]=[CH:20][CH:21]=3)=[CH:12][CH:11]=2)[C:5]([CH2:24][CH2:25][CH3:26])=[N:4][C:3]=1[CH3:27].[C:28]1([OH:34])[CH:33]=[CH:32][CH:31]=[CH:30][CH:29]=1.[OH-].[K+].CS(C)=O. The catalyst is C(OCC)(=O)C. The product is [CH3:27][C:3]1[N:4]=[C:5]([CH2:24][CH2:25][CH3:26])[N:6]([CH2:9][C:10]2[CH:15]=[CH:14][C:13]([C:16]3[C:17]([C:22]#[N:23])=[CH:18][CH:19]=[CH:20][CH:21]=3)=[CH:12][CH:11]=2)[C:7](=[O:8])[C:2]=1[O:34][C:28]1[CH:33]=[CH:32][CH:31]=[CH:30][CH:29]=1. The yield is 0.130. (4) The reactants are [N:1]1[CH:6]=[CH:5][CH:4]=[CH:3][C:2]=1[O:7][CH2:8][C:9]1[N:14]=[CH:13][C:12]([CH:15]=O)=[CH:11][CH:10]=1.[N+:17]([CH3:20])([O-:19])=[O:18].C([O-])(=O)C.[NH4+].[BH4-].[Na+].C(=O)([O-])O.[Na+]. The catalyst is CS(C)=O.O.C(O)(=O)C. The product is [N+:17]([CH2:20][CH2:15][C:12]1[CH:11]=[CH:10][C:9]([CH2:8][O:7][C:2]2[CH:3]=[CH:4][CH:5]=[CH:6][N:1]=2)=[N:14][CH:13]=1)([O-:19])=[O:18]. The yield is 0.150.